Dataset: Forward reaction prediction with 1.9M reactions from USPTO patents (1976-2016). Task: Predict the product of the given reaction. Given the reactants C1(N([C@H]2CC[C@H](CC)CC2)[C:7](=[O:19])[NH:8][C:9]2[S:10][C:11]([S:14][CH2:15][C:16]([OH:18])=[O:17])=[CH:12][N:13]=2)CCCC1.[C:28]([CH:32]1[CH2:37][CH2:36][CH:35]([NH:38][CH:39]2[CH2:43][CH2:42][CH2:41][CH2:40]2)[CH2:34][CH2:33]1)([CH3:31])([CH3:30])[CH3:29].C(OC(=O)CSC1SC(N)=NC=1)C, predict the reaction product. The product is: [C:28]([C@H:32]1[CH2:37][CH2:36][C@H:35]([N:38]([CH:39]2[CH2:43][CH2:42][CH2:41][CH2:40]2)[C:7](=[O:19])[NH:8][C:9]2[S:10][C:11]([S:14][CH2:15][C:16]([OH:18])=[O:17])=[CH:12][N:13]=2)[CH2:34][CH2:33]1)([CH3:31])([CH3:29])[CH3:30].